Dataset: NCI-60 drug combinations with 297,098 pairs across 59 cell lines. Task: Regression. Given two drug SMILES strings and cell line genomic features, predict the synergy score measuring deviation from expected non-interaction effect. (1) Drug 1: C1=C(C(=O)NC(=O)N1)N(CCCl)CCCl. Drug 2: C1=NC2=C(N=C(N=C2N1C3C(C(C(O3)CO)O)O)F)N. Cell line: HCC-2998. Synergy scores: CSS=13.6, Synergy_ZIP=-13.1, Synergy_Bliss=-14.0, Synergy_Loewe=-22.1, Synergy_HSA=-12.1. (2) Drug 1: CC1C(C(CC(O1)OC2CC(CC3=C2C(=C4C(=C3O)C(=O)C5=C(C4=O)C(=CC=C5)OC)O)(C(=O)C)O)N)O.Cl. Drug 2: N.N.Cl[Pt+2]Cl. Cell line: M14. Synergy scores: CSS=11.3, Synergy_ZIP=-0.177, Synergy_Bliss=3.85, Synergy_Loewe=-7.39, Synergy_HSA=1.76. (3) Drug 1: CC1C(C(CC(O1)OC2CC(CC3=C2C(=C4C(=C3O)C(=O)C5=C(C4=O)C(=CC=C5)OC)O)(C(=O)C)O)N)O.Cl. Drug 2: C1CN(P(=O)(OC1)NCCCl)CCCl. Cell line: SK-MEL-2. Synergy scores: CSS=9.92, Synergy_ZIP=-2.08, Synergy_Bliss=1.27, Synergy_Loewe=-8.86, Synergy_HSA=-0.256. (4) Drug 1: C1=NC2=C(N1)C(=S)N=CN2. Drug 2: CCCCCOC(=O)NC1=NC(=O)N(C=C1F)C2C(C(C(O2)C)O)O. Cell line: SF-539. Synergy scores: CSS=5.09, Synergy_ZIP=-5.07, Synergy_Bliss=-7.51, Synergy_Loewe=-5.46, Synergy_HSA=-4.85. (5) Drug 1: CC(CN1CC(=O)NC(=O)C1)N2CC(=O)NC(=O)C2. Drug 2: C1=NC2=C(N1)C(=S)N=C(N2)N. Cell line: LOX IMVI. Synergy scores: CSS=45.9, Synergy_ZIP=-2.73, Synergy_Bliss=-6.26, Synergy_Loewe=-6.49, Synergy_HSA=-2.91. (6) Drug 1: CCC1=CC2CC(C3=C(CN(C2)C1)C4=CC=CC=C4N3)(C5=C(C=C6C(=C5)C78CCN9C7C(C=CC9)(C(C(C8N6C)(C(=O)OC)O)OC(=O)C)CC)OC)C(=O)OC.C(C(C(=O)O)O)(C(=O)O)O. Drug 2: CC1CCC2CC(C(=CC=CC=CC(CC(C(=O)C(C(C(=CC(C(=O)CC(OC(=O)C3CCCCN3C(=O)C(=O)C1(O2)O)C(C)CC4CCC(C(C4)OC)OCCO)C)C)O)OC)C)C)C)OC. Cell line: ACHN. Synergy scores: CSS=39.0, Synergy_ZIP=-6.01, Synergy_Bliss=0.164, Synergy_Loewe=4.40, Synergy_HSA=4.97. (7) Drug 1: CNC(=O)C1=CC=CC=C1SC2=CC3=C(C=C2)C(=NN3)C=CC4=CC=CC=N4. Drug 2: C1CC(=O)NC(=O)C1N2CC3=C(C2=O)C=CC=C3N. Cell line: OVCAR-4. Synergy scores: CSS=-1.75, Synergy_ZIP=-1.08, Synergy_Bliss=-5.37, Synergy_Loewe=-6.86, Synergy_HSA=-5.95.